This data is from Forward reaction prediction with 1.9M reactions from USPTO patents (1976-2016). The task is: Predict the product of the given reaction. Given the reactants [CH3:1][O:2][C:3]([CH:5]1[CH:10]([NH2:11])[CH2:9][CH2:8][O:7][CH2:6]1)=[O:4].Cl.[CH3:13][C:14]1[CH:23]=[C:22]([CH2:24][O:25][C:26]2[CH:31]=[CH:30][C:29]([S:32](Cl)(=[O:34])=[O:33])=[CH:28][CH:27]=2)[C:21]2[C:16](=[CH:17][CH:18]=[CH:19][CH:20]=2)[N:15]=1.C(N(CC)C(C)C)(C)C, predict the reaction product. The product is: [CH3:1][O:2][C:3]([CH:5]1[CH:10]([NH:11][S:32]([C:29]2[CH:30]=[CH:31][C:26]([O:25][CH2:24][C:22]3[C:21]4[C:16](=[CH:17][CH:18]=[CH:19][CH:20]=4)[N:15]=[C:14]([CH3:13])[CH:23]=3)=[CH:27][CH:28]=2)(=[O:33])=[O:34])[CH2:9][CH2:8][O:7][CH2:6]1)=[O:4].